This data is from Catalyst prediction with 721,799 reactions and 888 catalyst types from USPTO. The task is: Predict which catalyst facilitates the given reaction. (1) Reactant: CC1N=CN=C2C=1N=CN2[C@@H]1O[C@@H](CO)[C@@H](O)[C@H]1[OH:13].[C:20]1([P:26]([C:33]2[CH:38]=[CH:37][CH:36]=[CH:35][CH:34]=2)[C:27]2[CH:32]=[CH:31][CH:30]=[CH:29][CH:28]=2)[CH:25]=[CH:24][CH:23]=[CH:22][CH:21]=1.N1C=CN=C1.II. Product: [C:33]1([P:26](=[O:13])([C:20]2[CH:21]=[CH:22][CH:23]=[CH:24][CH:25]=2)[C:27]2[CH:32]=[CH:31][CH:30]=[CH:29][CH:28]=2)[CH:34]=[CH:35][CH:36]=[CH:37][CH:38]=1. The catalyst class is: 60. (2) Reactant: [F:1][C:2]1[CH:35]=[CH:34][C:5]([CH2:6][C@H:7]2[C@H:15]([CH3:16])[O:14][C:13](=[O:17])[C@@H:12]([NH:18][C:19](=[O:29])[C:20]3[C:25]([OH:26])=[C:24]([O:27][CH3:28])[CH:23]=[CH:22][N:21]=3)[CH2:11][O:10][CH2:9][C@@H:8]2[O:30][CH2:31][CH2:32][CH3:33])=[CH:4][CH:3]=1.C([O-])([O-])=O.[Na+].[Na+].[Na+].[I-].[CH2:44]([O:46][CH2:47][C:48]([O:50][CH2:51]Cl)=[O:49])[CH3:45]. Product: [CH2:44]([O:46][CH2:47][C:48]([O:50][CH2:51][O:26][C:25]1[C:20]([C:19](=[O:29])[NH:18][C@H:12]2[CH2:11][O:10][CH2:9][C@H:8]([O:30][CH2:31][CH2:32][CH3:33])[C@@H:7]([CH2:6][C:5]3[CH:4]=[CH:3][C:2]([F:1])=[CH:35][CH:34]=3)[C@H:15]([CH3:16])[O:14][C:13]2=[O:17])=[N:21][CH:22]=[CH:23][C:24]=1[O:27][CH3:28])=[O:49])[CH3:45]. The catalyst class is: 21. (3) Reactant: FC(F)(F)C(O)=O.[Cl:8][C:9]1[C:10]([F:38])=[C:11]([C@@H:15]2[C@:19]([C:22]3[CH:27]=[CH:26][C:25]([Cl:28])=[CH:24][C:23]=3[F:29])([C:20]#[N:21])[C@H:18]([CH2:30][C:31]([CH3:34])([CH3:33])[CH3:32])[NH:17][C@H:16]2[C:35](O)=[O:36])[CH:12]=[CH:13][CH:14]=1.CCN(C(C)C)C(C)C.C1(P(Cl)(C2C=CC=CC=2)=O)C=CC=CC=1.[I:63][C:64]1[CH:70]=[CH:69][C:67]([NH2:68])=[C:66]([O:71][C:72]([F:75])([F:74])[F:73])[CH:65]=1. Product: [I:63][C:64]1[CH:70]=[CH:69][C:67]([NH:68][C:35]([C@H:16]2[C@H:15]([C:11]3[CH:12]=[CH:13][CH:14]=[C:9]([Cl:8])[C:10]=3[F:38])[C@:19]([C:22]3[CH:27]=[CH:26][C:25]([Cl:28])=[CH:24][C:23]=3[F:29])([C:20]#[N:21])[C@H:18]([CH2:30][C:31]([CH3:33])([CH3:34])[CH3:32])[NH:17]2)=[O:36])=[C:66]([O:71][C:72]([F:73])([F:74])[F:75])[CH:65]=1. The catalyst class is: 2. (4) Reactant: CC1(C)C(C)(C)OB([C:9]2[CH:17]=[C:16]([C:18]([F:21])([F:20])[F:19])[CH:15]=[C:14]3[C:10]=2[CH:11]=[N:12][NH:13]3)O1.Br[C:24]1[CH:25]=[CH:26][C:27]([C:30]([N:32]2[CH2:37][CH2:36][O:35][CH2:34][CH2:33]2)=[O:31])=[N:28][CH:29]=1.[C:38]([O-:41])(O)=[O:39].[Na+]. Product: [C:38]([OH:41])([C:18]([F:21])([F:20])[F:19])=[O:39].[O:35]1[CH2:36][CH2:37][N:32]([C:30]([C:27]2[CH:26]=[CH:25][C:24]([C:9]3[CH:17]=[C:16]([C:18]([F:19])([F:20])[F:21])[CH:15]=[C:14]4[C:10]=3[CH:11]=[N:12][NH:13]4)=[CH:29][N:28]=2)=[O:31])[CH2:33][CH2:34]1. The catalyst class is: 75. (5) Reactant: [CH:1](=[C:8]1[CH:16]([NH:17][CH:18]2[CH2:23][CH2:22][CH2:21][CH2:20][CH2:19]2)[C:15]2[C:10](=[CH:11][CH:12]=[CH:13][CH:14]=2)[C:9]1=[O:24])[C:2]1[CH:7]=[CH:6][CH:5]=[CH:4][CH:3]=1.[H-].[H-].[H-].[H-].[Li+].[Al+3]. Product: [CH:1](=[C:8]1[CH:16]([NH:17][CH:18]2[CH2:23][CH2:22][CH2:21][CH2:20][CH2:19]2)[C:15]2[C:10](=[CH:11][CH:12]=[CH:13][CH:14]=2)[CH:9]1[OH:24])[C:2]1[CH:3]=[CH:4][CH:5]=[CH:6][CH:7]=1. The catalyst class is: 1. (6) Reactant: [C:1]([C:9]1[CH:10]=[CH:11][C:12](=[O:19])[N:13]([CH3:18])[C:14]=1SCC)(=[O:8])[C:2]1[CH:7]=[CH:6][CH:5]=[CH:4][CH:3]=1.[CH:20]1([NH2:24])[CH2:23][CH2:22][CH2:21]1. Product: [C:1]([C:9]1[CH:10]=[CH:11][C:12](=[O:19])[N:13]([CH3:18])[C:14]=1[NH:24][CH:20]1[CH2:23][CH2:22][CH2:21]1)(=[O:8])[C:2]1[CH:3]=[CH:4][CH:5]=[CH:6][CH:7]=1. The catalyst class is: 8.